From a dataset of Full USPTO retrosynthesis dataset with 1.9M reactions from patents (1976-2016). Predict the reactants needed to synthesize the given product. Given the product [F:11][C:12]([F:18])([F:17])[S:13]([OH:16])(=[O:15])=[O:14].[CH3:2][O:3][CH2:4][N+:5]1([CH3:10])[CH2:9][CH2:8][CH2:7][CH2:6]1, predict the reactants needed to synthesize it. The reactants are: [Cl-].[CH3:2][O:3][CH2:4][N+:5]1([CH3:10])[CH2:9][CH2:8][CH2:7][CH2:6]1.[F:11][C:12]([F:18])([F:17])[S:13]([OH:16])(=[O:15])=[O:14].